Dataset: Forward reaction prediction with 1.9M reactions from USPTO patents (1976-2016). Task: Predict the product of the given reaction. (1) Given the reactants Br[C:2]1[N:3]=[C:4]([C:9]2[N:10]([CH2:18][CH3:19])[C:11]3[CH:16]=[CH:15][N:14]=[CH:13][C:12]=3[N:17]=2)[C:5]([NH2:8])=[N:6][CH:7]=1.[C:20]1([C:26]2[CH:27]=[C:28](B(O)O)[CH:29]=[CH:30][CH:31]=2)[CH:25]=[CH:24][CH:23]=[CH:22][CH:21]=1.C([O-])([O-])=O.[K+].[K+], predict the reaction product. The product is: [C:20]1([C:26]2[CH:31]=[CH:30][CH:29]=[CH:28][CH:27]=2)[CH:25]=[CH:24][CH:23]=[C:22]([C:2]2[N:3]=[C:4]([C:9]3[N:10]([CH2:18][CH3:19])[C:11]4[CH:16]=[CH:15][N:14]=[CH:13][C:12]=4[N:17]=3)[C:5]([NH2:8])=[N:6][CH:7]=2)[CH:21]=1. (2) Given the reactants Cl[C:2]1[N:11]=[C:10]([NH:12][CH2:13][CH:14]([C:21]2[CH:26]=[CH:25][CH:24]=[CH:23][CH:22]=2)[C:15]2[CH:20]=[CH:19][CH:18]=[CH:17][CH:16]=2)[C:9]2[C:4](=[CH:5][CH:6]=[CH:7][CH:8]=2)[N:3]=1.[CH:27]1[C:36]2[C:31](=[CH:32][C:33](B(O)O)=[CH:34][CH:35]=2)[CH:30]=[CH:29][N:28]=1.N1C=CN2C=C(C3N=C(NCC(C4C=CC=CC=4)C4NC=CC=4)C4C(=CC=CC=4)N=3)C=CC=12, predict the reaction product. The product is: [C:15]1([CH:14]([C:21]2[CH:26]=[CH:25][CH:24]=[CH:23][CH:22]=2)[CH2:13][NH:12][C:10]2[C:9]3[C:4](=[CH:5][CH:6]=[CH:7][CH:8]=3)[N:3]=[C:2]([C:33]3[CH:32]=[C:31]4[C:36](=[CH:35][CH:34]=3)[CH:27]=[N:28][CH:29]=[CH:30]4)[N:11]=2)[CH:20]=[CH:19][CH:18]=[CH:17][CH:16]=1. (3) The product is: [CH3:37][N:38]([CH3:43])[C:39](=[O:42])[CH2:40][N:25]1[CH2:26][CH2:27][CH:22]([C:20]2[CH:19]=[CH:18][C:15]3[C:16]4[N:10]([CH:9]=[C:8]([C:6]([N:5]([CH2:4][CH2:3][OH:2])[CH:28]([CH3:30])[CH3:29])=[O:7])[N:17]=4)[CH2:11][CH2:12][O:13][C:14]=3[CH:21]=2)[CH2:23][CH2:24]1. Given the reactants Cl.[OH:2][CH2:3][CH2:4][N:5]([CH:28]([CH3:30])[CH3:29])[C:6]([C:8]1[N:17]=[C:16]2[N:10]([CH2:11][CH2:12][O:13][C:14]3[CH:21]=[C:20]([CH:22]4[CH2:27][CH2:26][NH:25][CH2:24][CH2:23]4)[CH:19]=[CH:18][C:15]=32)[CH:9]=1)=[O:7].C(=O)([O-])[O-].[K+].[K+].[CH3:37][N:38]([CH3:43])[C:39](=[O:42])[CH2:40]Cl, predict the reaction product. (4) The product is: [NH2:6][C:7]1[CH:8]=[CH:9][CH:10]=[CH:11][C:1]=1[C:2]([NH:15][NH:14][C:13]([O:17][CH2:18][CH3:19])=[O:16])=[O:4]. Given the reactants [C:1]12[C:7](=[CH:8][CH:9]=[CH:10][CH:11]=1)[NH:6]C(=O)[O:4][C:2]2=O.[C:13]([O:17][CH2:18][CH3:19])(=[O:16])[NH:14][NH2:15].C(O)C, predict the reaction product. (5) Given the reactants [NH2:1][CH:2]([CH2:7][C:8]1[CH:9]=[C:10]2[C:15](=[CH:16][CH:17]=1)[N:14]=[C:13]([O:18][C:19]1[CH:24]=[CH:23][CH:22]=[CH:21][CH:20]=1)[CH:12]=[CH:11]2)[C:3]([O:5][CH3:6])=[O:4].CCN(CC)CC.[Cl:32][C:33]1[CH:38]=[CH:37][CH:36]=[C:35]([Cl:39])[C:34]=1[C:40](Cl)=[O:41].C([O-])(O)=O.[Na+], predict the reaction product. The product is: [Cl:32][C:33]1[CH:38]=[CH:37][CH:36]=[C:35]([Cl:39])[C:34]=1[C:40]([NH:1][CH:2]([CH2:7][C:8]1[CH:9]=[C:10]2[C:15](=[CH:16][CH:17]=1)[N:14]=[C:13]([O:18][C:19]1[CH:24]=[CH:23][CH:22]=[CH:21][CH:20]=1)[CH:12]=[CH:11]2)[C:3]([O:5][CH3:6])=[O:4])=[O:41]. (6) The product is: [CH2:15]([N:5]1[CH:6]([CH3:7])[CH2:8][CH:4]([C:9]([O:12][CH3:13])=[O:10])[C:3]1=[O:25])[C:16]1[CH:21]=[CH:20][CH:19]=[CH:18][CH:17]=1. Given the reactants [Li+].C[CH:3]([N-:5][CH:6]([CH3:8])[CH3:7])[CH3:4].[C:9](=O)([O:12][CH3:13])[O:10]C.[CH3:15][CH2:16][CH2:17][CH2:18][CH2:19][CH2:20][CH3:21].C1C[O:25]CC1.C(C1C=CC=CC=1)C, predict the reaction product. (7) Given the reactants [CH3:1][C:2]1[N:3]=[C:4]([N:19]2[CH2:24][CH2:23][CH2:22][CH2:21][CH2:20]2)[C:5]2[CH2:11][CH2:10][N:9](CC3C=CC=CC=3)[CH2:8][C:6]=2[N:7]=1.Cl, predict the reaction product. The product is: [CH3:1][C:2]1[N:3]=[C:4]([N:19]2[CH2:24][CH2:23][CH2:22][CH2:21][CH2:20]2)[C:5]2[CH2:11][CH2:10][NH:9][CH2:8][C:6]=2[N:7]=1.